The task is: Binary Classification. Given a miRNA mature sequence and a target amino acid sequence, predict their likelihood of interaction.. This data is from Experimentally validated miRNA-target interactions with 360,000+ pairs, plus equal number of negative samples. The miRNA is hsa-miR-548ao-3p with sequence AAAGACCGUGACUACUUUUGCA. The protein sequence of the target gene is MAKVEQVLSLEPQHELKFRGPFTDVVTTNLKLGNPTDRNVCFKVKTTAPRRYCVRPNSGIIDAGASINVSVMLQPFDYDPNEKSKHKFMVQSMFAPTDTSDMEAVWKEAKPEDLMDSKLRCVFELPAENDKPHDVEINKIISTTASKTETPIVSKSLSSSLDDTEVKKVMEECKRLQGEVQRLREENKQFKEEDGLRMRKTVQSNSPISALAPTGKEEGLSTRLLALVVLFFIVGVIIGKIAL. Result: 0 (no interaction).